From a dataset of Reaction yield outcomes from USPTO patents with 853,638 reactions. Predict the reaction yield, written as a fraction of the theoretical maximum amount of product (1.0 means a 100% yield; for example, 0.34 means a 34% yield). (1) The reactants are B([C:4]1[S:8][C:7]([C:9]([OH:11])=[O:10])=[CH:6][CH:5]=1)(O)O.Br[C:13]1[N:17]2[N:18]=[C:19]([NH:22][CH2:23][CH2:24][CH2:25][N:26]3[CH2:30][CH2:29][CH2:28][C:27]3=[O:31])[CH:20]=[CH:21][C:16]2=[N:15][CH:14]=1. No catalyst specified. The product is [O:31]=[C:27]1[CH2:28][CH2:29][CH2:30][N:26]1[CH2:25][CH2:24][CH2:23][NH:22][C:19]1[CH:20]=[CH:21][C:16]2[N:17]([C:13]([C:4]3[S:8][C:7]([C:9]([OH:11])=[O:10])=[CH:6][CH:5]=3)=[CH:14][N:15]=2)[N:18]=1. The yield is 0.640. (2) The reactants are C([O:4][CH2:5][CH2:6][C:7]1[CH:12]=[CH:11][C:10]([CH2:13][C:14]2[CH:19]=[C:18]([Br:20])[CH:17]=[CH:16][C:15]=2[Cl:21])=[CH:9][CH:8]=1)(=O)C.C(=O)([O-])[O-].[K+].[K+]. The catalyst is CO.O. The product is [Br:20][C:18]1[CH:17]=[CH:16][C:15]([Cl:21])=[C:14]([CH:19]=1)[CH2:13][C:10]1[CH:11]=[CH:12][C:7]([CH2:6][CH2:5][OH:4])=[CH:8][CH:9]=1. The yield is 0.760. (3) The reactants are Br[C:2]1[CH:3]=[C:4]([NH:10][C:11]2[CH:22]=[C:14]3[CH2:15][N:16]([CH:19]4[CH2:21][CH2:20]4)[CH2:17][CH2:18][N:13]3[N:12]=2)[C:5](=[O:9])[N:6]([CH3:8])[CH:7]=1.[B:23]1([B:23]2[O:27][C:26]([CH3:29])([CH3:28])[C:25]([CH3:31])([CH3:30])[O:24]2)[O:27][C:26]([CH3:29])([CH3:28])[C:25]([CH3:31])([CH3:30])[O:24]1.CC([O-])=O.[K+]. The catalyst is O1CCOCC1.C1C=CC(P(C2C=CC=CC=2)[C-]2C=CC=C2)=CC=1.C1C=CC(P(C2C=CC=CC=2)[C-]2C=CC=C2)=CC=1.Cl[Pd]Cl.[Fe+2]. The product is [CH:19]1([N:16]2[CH2:17][CH2:18][N:13]3[N:12]=[C:11]([NH:10][C:4]4[C:5](=[O:9])[N:6]([CH3:8])[CH:7]=[C:2]([B:23]5[O:27][C:26]([CH3:29])([CH3:28])[C:25]([CH3:31])([CH3:30])[O:24]5)[CH:3]=4)[CH:22]=[C:14]3[CH2:15]2)[CH2:21][CH2:20]1. The yield is 0.400. (4) The reactants are Cl[C:2]1[C:3]2[C:10]([C:11]#[C:12][Si](C)(C)C)=[CH:9][NH:8][C:4]=2[N:5]=[CH:6][N:7]=1.Cl[C:18]1[C:19]2[C:26](I)=[CH:25][NH:24][C:20]=2N=CN=1.[Si]([C:32]#[CH:33])(C)(C)C.C1COCC1.[CH3:39][N:40]([CH:42]=[O:43])[CH3:41]. The catalyst is [Cu]I.C1C=CC([P]([Pd]([P](C2C=CC=CC=2)(C2C=CC=CC=2)C2C=CC=CC=2)([P](C2C=CC=CC=2)(C2C=CC=CC=2)C2C=CC=CC=2)[P](C2C=CC=CC=2)(C2C=CC=CC=2)C2C=CC=CC=2)(C2C=CC=CC=2)C2C=CC=CC=2)=CC=1. The product is [C:11]([C:10]1[C:3]2[C:2]([N:24]3[C@@H:20]4[CH2:39][N:40]([C:42](=[O:43])[CH:32]=[CH2:33])[CH2:41][CH2:18][C@@H:19]4[CH2:26][CH2:25]3)=[N:7][CH:6]=[N:5][C:4]=2[NH:8][CH:9]=1)#[CH:12]. The yield is 0.850. (5) The reactants are C[O:2][C:3](=O)[CH2:4][C:5]1[CH:10]=[C:9]([O:11][CH3:12])[C:8]([O:13][CH2:14][C:15]2[CH:20]=[CH:19][CH:18]=[CH:17][CH:16]=2)=[C:7]([O:21][CH3:22])[CH:6]=1.[H-].[H-].[H-].[H-].[Li+].[Al+3]. The catalyst is C1COCC1. The product is [CH2:14]([O:13][C:8]1[C:9]([O:11][CH3:12])=[CH:10][C:5]([CH2:4][CH2:3][OH:2])=[CH:6][C:7]=1[O:21][CH3:22])[C:15]1[CH:16]=[CH:17][CH:18]=[CH:19][CH:20]=1. The yield is 0.890. (6) The reactants are Br[C:2]1[CH:7]=[CH:6][C:5]([O:8][C:9]([F:12])([F:11])[F:10])=[CH:4][C:3]=1[F:13].C([Mg]Br)(C)C.[C:19](=[O:21])=[O:20]. The catalyst is C1COCC1. The product is [F:13][C:3]1[CH:4]=[C:5]([O:8][C:9]([F:12])([F:11])[F:10])[CH:6]=[CH:7][C:2]=1[C:19]([OH:21])=[O:20]. The yield is 0.870. (7) The product is [CH2:1]([N:8]1[C:12]([NH:13][CH:17]2[CH2:18][CH2:19][O:14][CH2:15][CH2:16]2)=[CH:11][CH:10]=[N:9]1)[C:2]1[CH:3]=[CH:4][CH:5]=[CH:6][CH:7]=1. The reactants are [CH2:1]([N:8]1[C:12]([NH2:13])=[CH:11][CH:10]=[N:9]1)[C:2]1[CH:7]=[CH:6][CH:5]=[CH:4][CH:3]=1.[O:14]1[CH2:19][CH2:18][C:17](=O)[CH2:16][CH2:15]1.C(O[BH-](OC(=O)C)OC(=O)C)(=O)C.[Na+]. The catalyst is C(O)(=O)C. The yield is 0.970. (8) The product is [Br:1][C:2]1[CH:7]=[CH:6][C:5]([S:8]([N:18]([CH2:19][CH3:20])[CH2:16][CH3:17])(=[O:10])=[O:9])=[C:4]([C:12]([F:15])([F:14])[F:13])[CH:3]=1. The yield is 0.830. The reactants are [Br:1][C:2]1[CH:7]=[CH:6][C:5]([S:8](Cl)(=[O:10])=[O:9])=[C:4]([C:12]([F:15])([F:14])[F:13])[CH:3]=1.[CH2:16]([NH:18][CH2:19][CH3:20])[CH3:17]. The catalyst is ClCCl. (9) The catalyst is CO. The yield is 0.230. The reactants are [Br:1][C:2]1[CH:22]=[CH:21][C:5]2[C:6]([CH2:19]Br)=[C:7]([C:9]([C:11]3[CH:16]=[CH:15][C:14]([Cl:17])=[CH:13][C:12]=3[Cl:18])=[O:10])[O:8][C:4]=2[CH:3]=1.[CH3:23][O-:24].[Na+]. The product is [Br:1][C:2]1[CH:22]=[CH:21][C:5]2[C:6]([CH2:19][O:24][CH3:23])=[C:7]([C:9]([C:11]3[CH:16]=[CH:15][C:14]([Cl:17])=[CH:13][C:12]=3[Cl:18])=[O:10])[O:8][C:4]=2[CH:3]=1. (10) The reactants are [C:1]([CH:5]([CH2:11][C:12]1[CH:17]=[CH:16][C:15]([O:18][CH3:19])=[CH:14][C:13]=1[CH2:20][N:21](C(OC(C)(C)C)=O)C(OC(C)(C)C)=O)[CH2:6][C:7]([O:9][CH3:10])=[O:8])([O:3][CH3:4])=[O:2]. The catalyst is C(Cl)(Cl)Cl.FC(F)(F)C(O)=O. The product is [C:1]([CH:5]([CH2:11][C:12]1[CH:17]=[CH:16][C:15]([O:18][CH3:19])=[CH:14][C:13]=1[CH2:20][NH2:21])[CH2:6][C:7]([O:9][CH3:10])=[O:8])([O:3][CH3:4])=[O:2]. The yield is 1.00.